From a dataset of Reaction yield outcomes from USPTO patents with 853,638 reactions. Predict the reaction yield, written as a fraction of the theoretical maximum amount of product (1.0 means a 100% yield; for example, 0.34 means a 34% yield). (1) The catalyst is CCOC(C)=O. The reactants are [N:1]([C:4]1[CH:9]=[CH:8][C:7]([O:10][CH2:11][CH2:12][O:13][CH3:14])=[CH:6][CH:5]=1)=[C:2]=[S:3].[NH2:15][CH:16]([C:20]#[N:21])[C:17]([NH2:19])=[O:18]. The product is [NH2:21][C:20]1[S:3][C:2]([NH:1][C:4]2[CH:5]=[CH:6][C:7]([O:10][CH2:11][CH2:12][O:13][CH3:14])=[CH:8][CH:9]=2)=[N:15][C:16]=1[C:17]([NH2:19])=[O:18]. The yield is 0.360. (2) The reactants are C[O:2][C:3](=[O:28])[CH2:4][NH:5][C:6]1[CH:27]=[CH:26][C:9]2[C:10]3[N:14]([CH2:15][CH2:16][O:17][C:8]=2[CH:7]=1)[CH:13]=[C:12]([C:18]1[N:19]([CH:23]([CH3:25])[CH3:24])[N:20]=[CH:21][N:22]=1)[N:11]=3.O.[OH-].[Li+:31]. The catalyst is O1CCOCC1.O. The product is [Li+:31].[CH:23]([N:19]1[C:18]([C:12]2[N:11]=[C:10]3[N:14]([CH2:15][CH2:16][O:17][C:8]4[CH:7]=[C:6]([NH:5][CH2:4][C:3]([O-:28])=[O:2])[CH:27]=[CH:26][C:9]=43)[CH:13]=2)=[N:22][CH:21]=[N:20]1)([CH3:25])[CH3:24]. The yield is 0.810. (3) The reactants are [C:1]1([C@@H:7]([NH:10][CH:11]2[CH2:15][CH2:14][CH2:13][CH2:12]2)[CH:8]=[CH2:9])[CH:6]=[CH:5][CH:4]=[CH:3][CH:2]=1.C(NC(C)C)(C)C.[C:23](Cl)(=O)[C:24]1[CH:29]=[CH:28][CH:27]=[CH:26][CH:25]=1. The catalyst is C(Cl)Cl. The product is [CH2:23]([N:10]([C@H:7]([C:1]1[CH:6]=[CH:5][CH:4]=[CH:3][CH:2]=1)[CH:8]=[CH2:9])[CH:11]1[CH2:15][CH2:14][CH2:13][CH2:12]1)[C:24]1[CH:29]=[CH:28][CH:27]=[CH:26][CH:25]=1. The yield is 0.440. (4) The reactants are [NH:1]1[CH:5]=[N:4][C:3]([NH2:6])=[N:2]1.[O:7]1[CH2:12][CH2:11][C:10](=O)[CH2:9][CH2:8]1.C([BH3-])#N.[Na+].O. The catalyst is C(O)(=O)C. The product is [O:7]1[CH2:12][CH2:11][CH:10]([NH:6][C:3]2[NH:4][CH:5]=[N:1][N:2]=2)[CH2:9][CH2:8]1. The yield is 0.100. (5) The reactants are [CH:1]1([C:7]2[C:16]3[C:11](=[CH:12][CH:13]=[CH:14][CH:15]=3)[NH:10][C:9](=O)[N:8]=2)[CH2:6][CH2:5][CH2:4][CH2:3][CH2:2]1.P(Cl)(Cl)(Cl)=O.[NH2:23][C:24]1[CH:32]=[CH:31][C:27]([C:28]([OH:30])=[O:29])=[CH:26][CH:25]=1.C(N(CC)CC)C. The catalyst is C(O)CCC. The product is [CH:1]1([C:7]2[C:16]3[C:11](=[CH:12][CH:13]=[CH:14][CH:15]=3)[N:10]=[C:9]([NH:23][C:24]3[CH:32]=[CH:31][C:27]([C:28]([OH:30])=[O:29])=[CH:26][CH:25]=3)[N:8]=2)[CH2:6][CH2:5][CH2:4][CH2:3][CH2:2]1. The yield is 0.480. (6) The reactants are [Cl:1][C:2]1[CH:10]=[CH:9][C:8](B(O)O)=[CH:7][C:3]=1[C:4]([NH2:6])=[O:5].[NH:14]1[CH:18]=[CH:17][N:16]=[CH:15]1. The catalyst is CO.[Cu]I. The product is [Cl:1][C:2]1[CH:10]=[CH:9][C:8]([N:14]2[CH:18]=[CH:17][N:16]=[CH:15]2)=[CH:7][C:3]=1[C:4]([NH2:6])=[O:5]. The yield is 0.390. (7) The reactants are Cl.[NH2:2][C:3]1[C:11]([OH:12])=[C:10]2[C:6]([CH2:7][CH2:8][CH:9]2[CH2:13][CH2:14][NH:15][C:16](=[O:18])[CH3:17])=[CH:5][CH:4]=1.[C:19](=S)(OCC)[S-:20].[K+]. The catalyst is N1C=CC=CC=1.C(OCC)(=O)C. The product is [SH:20][C:19]1[O:12][C:11]2[C:10]3[CH:9]([CH2:13][CH2:14][NH:15][C:16](=[O:18])[CH3:17])[CH2:8][CH2:7][C:6]=3[CH:5]=[CH:4][C:3]=2[N:2]=1. The yield is 0.640. (8) The reactants are Br[C:2]1[CH:3]=[C:4]2[CH2:10][C:9](=[O:11])[NH:8][C:5]2=[N:6][CH:7]=1.C(N(CC)CC)C.[C]=O.[CH3:21][OH:22].[CH2:23]([OH:25])[CH3:24]. The catalyst is CS(C)=O.C(OCC)C.C([O-])(=O)C.[Pd+2].C([O-])(=O)C. The product is [O:11]=[C:9]1[NH:8][C:5]2=[N:6][CH:7]=[C:2]([C:21]([O:25][CH2:23][CH3:24])=[O:22])[CH:3]=[C:4]2[CH2:10]1. The yield is 0.260. (9) The reactants are [F:1][C:2]1[CH:3]=[C:4]([CH:6]=[C:7]([F:9])[CH:8]=1)[NH2:5].C[Al](C)C.C([O:16][C:17]([C:19]1[NH:20][C:21]2[C:26]([CH:27]=1)=[CH:25][C:24]([CH:28]1[CH2:33][CH2:32][CH2:31][N:30]([CH:34]([CH3:36])[CH3:35])[CH2:29]1)=[CH:23][CH:22]=2)=O)C.O. The catalyst is O1CCOCC1.CCCCCCC. The product is [F:1][C:2]1[CH:3]=[C:4]([NH:5][C:17]([C:19]2[NH:20][C:21]3[C:26]([CH:27]=2)=[CH:25][C:24]([CH:28]2[CH2:33][CH2:32][CH2:31][N:30]([CH:34]([CH3:36])[CH3:35])[CH2:29]2)=[CH:23][CH:22]=3)=[O:16])[CH:6]=[C:7]([F:9])[CH:8]=1. The yield is 0.110. (10) The reactants are [Cl:1][C:2]1[N:7]=[C:6](I)[C:5]([O:9][CH2:10][CH2:11][C:12]2[CH:16]=[CH:15][S:14][CH:13]=2)=[CH:4][CH:3]=1.C(=O)([O-])[O-].[K+].[K+]. The catalyst is C(#N)C.[Cl-].C([N+](CC)(CC)CC)C.C(Cl)Cl.C([O-])(=O)C.[Pd+2].C([O-])(=O)C.C1(P(C2C=CC=CC=2)C2C=CC=CC=2)C=CC=CC=1. The product is [Cl:1][C:2]1[CH:3]=[CH:4][C:5]2[O:9][CH2:10][CH2:11][C:12]3[CH:16]=[CH:15][S:14][C:13]=3[C:6]=2[N:7]=1. The yield is 0.890.